From a dataset of Peptide-MHC class I binding affinity with 185,985 pairs from IEDB/IMGT. Regression. Given a peptide amino acid sequence and an MHC pseudo amino acid sequence, predict their binding affinity value. This is MHC class I binding data. (1) The peptide sequence is ATFRLECPY. The MHC is HLA-A02:03 with pseudo-sequence HLA-A02:03. The binding affinity (normalized) is 0.0847. (2) The peptide sequence is GFFLLTRIL. The MHC is Patr-A0401 with pseudo-sequence Patr-A0401. The binding affinity (normalized) is 0. (3) The peptide sequence is FRYCAPPGY. The MHC is Mamu-B08 with pseudo-sequence Mamu-B08. The binding affinity (normalized) is 0.377. (4) The peptide sequence is TDVVNFVSM. The MHC is H-2-Db with pseudo-sequence H-2-Db. The binding affinity (normalized) is 0.362. (5) The peptide sequence is HESFDLAGLF. The MHC is HLA-B18:01 with pseudo-sequence HLA-B18:01. The binding affinity (normalized) is 0.349. (6) The peptide sequence is IPRLGGMAF. The MHC is HLA-A01:01 with pseudo-sequence HLA-A01:01. The binding affinity (normalized) is 0.0847. (7) The peptide sequence is MEFEPFQSL. The MHC is HLA-B44:02 with pseudo-sequence HLA-B44:02. The binding affinity (normalized) is 0.0847.